From a dataset of NCI-60 drug combinations with 297,098 pairs across 59 cell lines. Regression. Given two drug SMILES strings and cell line genomic features, predict the synergy score measuring deviation from expected non-interaction effect. Drug 1: CC1=C2C(C(=O)C3(C(CC4C(C3C(C(C2(C)C)(CC1OC(=O)C(C(C5=CC=CC=C5)NC(=O)OC(C)(C)C)O)O)OC(=O)C6=CC=CC=C6)(CO4)OC(=O)C)OC)C)OC. Drug 2: CC(C)NC(=O)C1=CC=C(C=C1)CNNC.Cl. Cell line: HT29. Synergy scores: CSS=83.4, Synergy_ZIP=18.1, Synergy_Bliss=17.4, Synergy_Loewe=-21.7, Synergy_HSA=15.9.